From a dataset of Full USPTO retrosynthesis dataset with 1.9M reactions from patents (1976-2016). Predict the reactants needed to synthesize the given product. (1) Given the product [F:14][C:15]1[CH:21]=[C:20]([F:22])[CH:19]=[CH:18][C:16]=1[NH:17][C:9]([C:8]1[CH:12]=[C:4]([N+:1]([O-:3])=[O:2])[CH:5]=[CH:6][C:7]=1[OH:13])=[O:11], predict the reactants needed to synthesize it. The reactants are: [N+:1]([C:4]1[CH:12]=[C:8]([C:9]([OH:11])=O)[C:7]([OH:13])=[CH:6][CH:5]=1)([O-:3])=[O:2].[F:14][C:15]1[CH:21]=[C:20]([F:22])[CH:19]=[CH:18][C:16]=1[NH2:17].P(Cl)(Cl)Cl. (2) Given the product [CH3:1][O:2][C:3](=[O:14])[C:4]1[CH:9]=[CH:8][CH:7]=[C:6]([N+:10]([O-:12])=[O:11])[C:5]=1[CH2:13][Br:15], predict the reactants needed to synthesize it. The reactants are: [CH3:1][O:2][C:3](=[O:14])[C:4]1[CH:9]=[CH:8][CH:7]=[C:6]([N+:10]([O-:12])=[O:11])[C:5]=1[CH3:13].[Br:15]N1C(=O)CCC1=O. (3) The reactants are: [OH:1][C:2]([CH3:26])([CH3:25])[CH2:3][NH:4][C:5]1=[N:6][C:7](=[O:24])[S:8]/[C:9]/1=[CH:10]\[CH:11]1[CH2:16][CH2:15][N:14](C(OC(C)(C)C)=O)[CH2:13][CH2:12]1.[ClH:27].C(OCC)(=O)C. Given the product [ClH:27].[ClH:27].[OH:1][C:2]([CH3:26])([CH3:25])[CH2:3][NH:4][C:5]1=[N:6][C:7](=[O:24])[S:8]/[C:9]/1=[CH:10]\[CH:11]1[CH2:16][CH2:15][NH:14][CH2:13][CH2:12]1, predict the reactants needed to synthesize it.